From a dataset of NCI-60 drug combinations with 297,098 pairs across 59 cell lines. Regression. Given two drug SMILES strings and cell line genomic features, predict the synergy score measuring deviation from expected non-interaction effect. Drug 1: C1=CC=C(C=C1)NC(=O)CCCCCCC(=O)NO. Drug 2: C1C(C(OC1N2C=NC(=NC2=O)N)CO)O. Cell line: KM12. Synergy scores: CSS=15.2, Synergy_ZIP=0.202, Synergy_Bliss=5.28, Synergy_Loewe=-8.83, Synergy_HSA=-7.11.